This data is from Full USPTO retrosynthesis dataset with 1.9M reactions from patents (1976-2016). The task is: Predict the reactants needed to synthesize the given product. The reactants are: [Br:1][C:2]1[S:6][C:5]([CH:7]([C:23]2([OH:29])[CH2:28][CH2:27][CH2:26][CH2:25][CH2:24]2)[C:8]([N:10]2[CH2:15][CH2:14][N:13](C(OC(C)(C)C)=O)[CH2:12][CH2:11]2)=O)=[CH:4][CH:3]=1.[ClH:30]. Given the product [ClH:30].[ClH:30].[Br:1][C:2]1[S:6][C:5]([CH:7]([C:23]2([OH:29])[CH2:24][CH2:25][CH2:26][CH2:27][CH2:28]2)[CH2:8][N:10]2[CH2:11][CH2:12][NH:13][CH2:14][CH2:15]2)=[CH:4][CH:3]=1, predict the reactants needed to synthesize it.